This data is from Full USPTO retrosynthesis dataset with 1.9M reactions from patents (1976-2016). The task is: Predict the reactants needed to synthesize the given product. (1) Given the product [NH2:1][C:2]1[C:10]([O:11][CH3:12])=[CH:9][C:8]([Cl:18])=[CH:7][C:3]=1[C:4]([OH:6])=[O:5], predict the reactants needed to synthesize it. The reactants are: [NH2:1][C:2]1[C:10]([O:11][CH3:12])=[CH:9][CH:8]=[CH:7][C:3]=1[C:4]([OH:6])=[O:5].CN(C)C=O.[Cl:18]N1C(=O)CCC1=O. (2) Given the product [CH2:11]([O:12][CH2:13][CH2:14][N:3]1[C:2]([CH3:1])=[C:6]([CH3:7])[S:5]/[C:4]/1=[N:8]\[C:25]([C:15]12[CH2:24][CH:19]3[CH2:18][CH:17]([CH2:23][CH:21]([CH2:20]3)[CH2:22]1)[CH2:16]2)=[O:26])[CH3:10], predict the reactants needed to synthesize it. The reactants are: [CH3:1][C:2]1[N:3]=[C:4]([NH2:8])[S:5][C:6]=1[CH3:7].Br[CH2:10][CH2:11][O:12][CH2:13][CH3:14].[C:15]12([C:25](O)=[O:26])[CH2:24][CH:19]3[CH2:20][CH:21]([CH2:23][CH:17]([CH2:18]3)[CH2:16]1)[CH2:22]2. (3) Given the product [Cl:1][C:2]1[CH:7]=[CH:6][C:5]([CH:8]([OH:31])[CH2:9][N:10]2[CH2:11][CH2:12][CH:13]([N:16]3[C:20]4[CH:21]=[C:22]([F:29])[C:23]([C:25]([NH:27][CH3:28])=[O:26])=[CH:24][C:19]=4[NH:18][C:17]3=[O:30])[CH2:14][CH2:15]2)=[CH:4][CH:3]=1, predict the reactants needed to synthesize it. The reactants are: [Cl:1][C:2]1[CH:7]=[CH:6][C:5]([C:8](=[O:31])[CH2:9][N:10]2[CH2:15][CH2:14][CH:13]([N:16]3[C:20]4[CH:21]=[C:22]([F:29])[C:23]([C:25]([NH:27][CH3:28])=[O:26])=[CH:24][C:19]=4[NH:18][C:17]3=[O:30])[CH2:12][CH2:11]2)=[CH:4][CH:3]=1.[BH4-].[Na+].O. (4) Given the product [NH2:22][C:4]1[C:5]([C:7]([NH2:9])=[O:8])=[N:30][CH:29]=[C:2]([Br:1])[CH:3]=1, predict the reactants needed to synthesize it. The reactants are: [Br:1][C:2]1S[C:5]([C:7]([NH2:9])=[O:8])=[CH:4][C:3]=1C.BrC1SC(C(OC)=O)=CC=1C.[NH3:22].BrC1SC([C:29]#[N:30])=CC=1C.O=P(Cl)(Cl)Cl. (5) Given the product [NH2:3][C:8]1[N:9]=[C:10]([CH3:24])[C:11]2[CH:17]=[CH:16][C:15](=[O:18])[N:14]([N:19]3[CH2:23][CH2:22][CH2:21][CH2:20]3)[C:12]=2[N:13]=1, predict the reactants needed to synthesize it. The reactants are: CC1[N:3]([C:8]2[N:9]=[C:10]([CH3:24])[C:11]3[CH:17]=[CH:16][C:15](=[O:18])[N:14]([N:19]4[CH2:23][CH2:22][CH2:21][CH2:20]4)[C:12]=3[N:13]=2)C(C)=CC=1. (6) Given the product [Cl:24][C:3]1[CH:4]=[C:5]([CH:22]=[CH:23][C:2]=1[B:25]1[O:29][C:28]([CH3:31])([CH3:30])[C:27]([CH3:33])([CH3:32])[O:26]1)[CH2:6][N:7]([CH3:21])[C:8](=[O:20])[CH2:9][CH2:10][CH2:11][NH:12][C:13](=[O:19])[O:14][C:15]([CH3:18])([CH3:17])[CH3:16], predict the reactants needed to synthesize it. The reactants are: Br[C:2]1[CH:23]=[CH:22][C:5]([CH2:6][N:7]([CH3:21])[C:8](=[O:20])[CH2:9][CH2:10][CH2:11][NH:12][C:13](=[O:19])[O:14][C:15]([CH3:18])([CH3:17])[CH3:16])=[CH:4][C:3]=1[Cl:24].[B:25]1([B:25]2[O:29][C:28]([CH3:31])([CH3:30])[C:27]([CH3:33])([CH3:32])[O:26]2)[O:29][C:28]([CH3:31])([CH3:30])[C:27]([CH3:33])([CH3:32])[O:26]1.C([O-])(=O)C.[K+]. (7) Given the product [CH3:1][O:2][C:3]1[CH:4]=[C:5]([CH:23]=[CH:24][C:25]=1[O:26][CH3:27])[CH2:6][CH:7]1[C:16]2[C:11](=[CH:12][C:13]([O:21][CH3:22])=[C:14]([O:17][CH:18]([CH3:20])[CH3:19])[CH:15]=2)[CH2:10][CH2:9][N:8]1[CH2:29][C:30]([NH:33][C@H:34]1[C:42]2[C:37](=[CH:38][CH:39]=[CH:40][CH:41]=2)[CH2:36][CH2:35]1)=[O:31], predict the reactants needed to synthesize it. The reactants are: [CH3:1][O:2][C:3]1[CH:4]=[C:5]([CH:23]=[CH:24][C:25]=1[O:26][CH3:27])[CH2:6][CH:7]1[C:16]2[C:11](=[CH:12][C:13]([O:21][CH3:22])=[C:14]([O:17][CH:18]([CH3:20])[CH3:19])[CH:15]=2)[CH2:10][CH2:9][NH:8]1.Br[CH2:29][C:30](Br)=[O:31].[NH2:33][C@H:34]1[C:42]2[C:37](=[CH:38][CH:39]=[CH:40][CH:41]=2)[CH2:36][CH2:35]1. (8) Given the product [C:11]1([C@H:17]2[CH2:21][N:20]([C:22](=[O:27])[C:23]([F:25])([F:26])[F:24])[CH2:19][C@@H:18]2[CH:28]=[O:29])[CH:16]=[CH:15][CH:14]=[CH:13][CH:12]=1, predict the reactants needed to synthesize it. The reactants are: CS(C)=O.C(Cl)(=O)C(Cl)=O.[C:11]1([C@H:17]2[CH2:21][N:20]([C:22](=[O:27])[C:23]([F:26])([F:25])[F:24])[CH2:19][C@@H:18]2[CH2:28][OH:29])[CH:16]=[CH:15][CH:14]=[CH:13][CH:12]=1.[Cl-].[NH4+]. (9) Given the product [N:18]1[CH:19]=[CH:20][CH:21]=[C:16]([NH:15][C@H:12]2[CH2:13][CH2:14][C@H:9]([NH2:8])[CH2:10][CH2:11]2)[N:17]=1, predict the reactants needed to synthesize it. The reactants are: C(OC([NH:8][C@H:9]1[CH2:14][CH2:13][C@H:12]([NH:15][C:16]2[N:17]=[N:18][C:19](Cl)=[CH:20][CH:21]=2)[CH2:11][CH2:10]1)=O)(C)(C)C.C(N(CC)CC)C. (10) Given the product [OH:1][C:2]1[CH:7]=[CH:6][C:5]([CH2:8][CH2:9][CH2:10][CH2:11][C:12]([O:14][CH2:15][CH3:16])=[O:13])=[CH:4][C:3]=1[O:17][CH3:18], predict the reactants needed to synthesize it. The reactants are: [OH:1][C:2]1[CH:7]=[CH:6][C:5]([CH:8]=[CH:9][CH2:10][CH2:11][C:12]([O:14][CH2:15][CH3:16])=[O:13])=[CH:4][C:3]=1[O:17][CH3:18].